From a dataset of Forward reaction prediction with 1.9M reactions from USPTO patents (1976-2016). Predict the product of the given reaction. (1) Given the reactants [Cl-].[Ce+3].[Cl-].[Cl-].[I-].[Na+].[Br:7][CH2:8][C:9]([C:11]1[CH:16]=[CH:15][C:14]([O:17][CH3:18])=[CH:13][CH:12]=1)=[O:10].[CH2:19]([N:26]1[CH2:31][CH2:30][C:29](=[O:32])[CH2:28][CH2:27]1)[C:20]1[CH:25]=[CH:24][CH:23]=[CH:22][CH:21]=1.Br.C(O)C, predict the reaction product. The product is: [BrH:7].[CH2:19]([N:26]1[CH2:31][CH2:30][C:29]([CH2:8][C:9](=[O:10])[C:11]2[CH:16]=[CH:15][C:14]([O:17][CH3:18])=[CH:13][CH:12]=2)([OH:32])[CH2:28][CH2:27]1)[C:20]1[CH:21]=[CH:22][CH:23]=[CH:24][CH:25]=1. (2) The product is: [CH3:1][CH:2]1[CH2:3][NH:4][CH2:5][CH2:6][N:7]1[C:8]1[CH:17]=[CH:16][C:15]2[C:10](=[CH:11][CH:12]=[CH:13][CH:14]=2)[N:9]=1. Given the reactants [CH3:1][CH:2]1[N:7]([C:8]2[CH:17]=[CH:16][C:15]3[C:10](=[CH:11][CH:12]=[CH:13][CH:14]=3)[N:9]=2)[CH2:6][CH2:5][N:4](C(OC(C)(C)C)=O)[CH2:3]1, predict the reaction product. (3) Given the reactants [CH3:1][C:2]1[CH:7]=[C:6]([NH:8][S:9]([C:12]2[CH:13]=[CH:14][CH:15]=[C:16]3[C:21]=2[N:20]=[CH:19][CH:18]=[CH:17]3)(=[O:11])=[O:10])[CH:5]=[CH:4][C:3]=1[NH:22][C:23]([CH2:25][C:26]1[CH:33]=[CH:32][C:29]([C:30]#[N:31])=[CH:28][CH:27]=1)=[O:24].Cl.C(=O)([O-])[O-].[NH4+:39].[NH4+], predict the reaction product. The product is: [CH3:1][C:2]1[CH:7]=[C:6]([NH:8][S:9]([C:12]2[CH:13]=[CH:14][CH:15]=[C:16]3[C:21]=2[N:20]=[CH:19][CH:18]=[CH:17]3)(=[O:11])=[O:10])[CH:5]=[CH:4][C:3]=1[NH:22][C:23]([CH2:25][C:26]1[CH:27]=[CH:28][C:29]([C:30]([NH2:39])=[NH:31])=[CH:32][CH:33]=1)=[O:24]. (4) Given the reactants C(OC(=O)[N:7]([CH2:19][C:20]1[CH:25]=[CH:24][C:23]([C:26]2[C:27](=[O:42])[N:28]=[C:29]3[NH:34][C:33]([C:35]4[CH:40]=[CH:39][C:38]([Br:41])=[CH:37][CH:36]=4)=[CH:32][N:30]3[CH:31]=2)=[CH:22][CH:21]=1)[CH2:8][CH2:9][CH2:10][NH:11]C(OC(C)(C)C)=O)(C)(C)C.C(O)(C(F)(F)F)=O.C(Cl)[Cl:52], predict the reaction product. The product is: [ClH:52].[NH2:11][CH2:10][CH2:9][CH2:8][NH:7][CH2:19][C:20]1[CH:21]=[CH:22][C:23]([C:26]2[C:27](=[O:42])[N:28]=[C:29]3[NH:34][C:33]([C:35]4[CH:36]=[CH:37][C:38]([Br:41])=[CH:39][CH:40]=4)=[CH:32][N:30]3[CH:31]=2)=[CH:24][CH:25]=1. (5) Given the reactants [NH2:1][C:2]1[N:7]=[CH:6][N:5]=[C:4]([NH:8][C@H:9]([C:11]2[N:16]([C:17]3[CH:22]=[CH:21][CH:20]=[CH:19][CH:18]=3)[C:15](=[O:23])[C:14]3=[C:24]([CH3:27])[CH:25]=[CH:26][N:13]3[N:12]=2)[CH3:10])[C:3]=1I.[F:29][C:30]1[CH:31]=[C:32](B(O)O)[CH:33]=[CH:34][C:35]=1[OH:36].C(=O)([O-])[O-].[Na+].[Na+], predict the reaction product. The product is: [NH2:1][C:2]1[N:7]=[CH:6][N:5]=[C:4]([NH:8][C@H:9]([C:11]2[N:16]([C:17]3[CH:22]=[CH:21][CH:20]=[CH:19][CH:18]=3)[C:15](=[O:23])[C:14]3=[C:24]([CH3:27])[CH:25]=[CH:26][N:13]3[N:12]=2)[CH3:10])[C:3]=1[C:32]1[CH:33]=[CH:34][C:35]([OH:36])=[C:30]([F:29])[CH:31]=1. (6) Given the reactants [H-].[Na+:2].[O:3]1[CH2:7][CH2:6][CH2:5][C:4]1=[O:8].[CH:9](OCC)=[O:10], predict the reaction product. The product is: [O:8]=[C:4]1[C:5](=[CH:9][O-:10])[CH2:6][CH2:7][O:3]1.[Na+:2]. (7) Given the reactants [Cl:1][C:2]1[N:3]=[CH:4][C:5]([C:8]([OH:10])=[O:9])=[N:6][CH:7]=1.[CH3:11][Si](C=[N+]=[N-])(C)C, predict the reaction product. The product is: [Cl:1][C:2]1[N:3]=[CH:4][C:5]([C:8]([O:10][CH3:11])=[O:9])=[N:6][CH:7]=1.